Dataset: Reaction yield outcomes from USPTO patents with 853,638 reactions. Task: Predict the reaction yield, written as a fraction of the theoretical maximum amount of product (1.0 means a 100% yield; for example, 0.34 means a 34% yield). The reactants are [Cl:1][C:2]1[CH:7]=[CH:6][C:5]([S:8]([N:11]([CH2:21][C:22]2[CH:30]=[CH:29][C:25]([C:26]([OH:28])=O)=[CH:24][CH:23]=2)[C@H:12]([C:15]2[CH:20]=[CH:19][CH:18]=[CH:17][CH:16]=2)[CH2:13][CH3:14])(=[O:10])=[O:9])=[CH:4][CH:3]=1.[CH3:31][O:32][CH2:33][CH2:34][CH2:35][NH2:36]. No catalyst specified. The product is [Cl:1][C:2]1[CH:3]=[CH:4][C:5]([S:8]([N:11]([CH2:21][C:22]2[CH:30]=[CH:29][C:25]([C:26]([NH:36][CH2:35][CH2:34][CH2:33][O:32][CH3:31])=[O:28])=[CH:24][CH:23]=2)[C@H:12]([C:15]2[CH:16]=[CH:17][CH:18]=[CH:19][CH:20]=2)[CH2:13][CH3:14])(=[O:10])=[O:9])=[CH:6][CH:7]=1. The yield is 0.700.